From a dataset of Full USPTO retrosynthesis dataset with 1.9M reactions from patents (1976-2016). Predict the reactants needed to synthesize the given product. Given the product [NH2:1][C:4]1[CH:24]=[CH:23][CH:22]=[CH:21][C:5]=1[NH:6][C:7]1[S:11][C:10]2[CH:12]=[CH:13][C:14]([CH3:16])=[CH:15][C:9]=2[C:8]=1[C:17]([O:19][CH3:20])=[O:18], predict the reactants needed to synthesize it. The reactants are: [N+:1]([C:4]1[CH:24]=[CH:23][CH:22]=[CH:21][C:5]=1[NH:6][C:7]1[S:11][C:10]2[CH:12]=[CH:13][C:14]([CH3:16])=[CH:15][C:9]=2[C:8]=1[C:17]([O:19][CH3:20])=[O:18])([O-])=O.[H][H].